Dataset: Experimentally validated miRNA-target interactions with 360,000+ pairs, plus equal number of negative samples. Task: Binary Classification. Given a miRNA mature sequence and a target amino acid sequence, predict their likelihood of interaction. (1) The miRNA is hsa-miR-26b-5p with sequence UUCAAGUAAUUCAGGAUAGGU. The protein sequence of the target gene is MSRRPCSCALRPPRCSCSASPSAVTAAGRPRPSDSCKEESSTLSVKMKCDFNCNHVHSGLKLVKPDDIGRLVSYTPAYLEGSCKDCIKDYERLSCIGSPIVSPRIVQLETESKRLHNKENQHVQQTLNSTNEIEALETSRLYEDSGYSSFSLQSGLSEHEEGSLLEENFGDSLQSCLLQIQSPDQYPNKNLLPVLHFEKVVCSTLKKNAKRNPKVDREMLKEIIARGNFRLQNIIGRKMGLECVDILSELFRRGLRHVLATILAQLSDMDLINVSKVSTTWKKILEDDKGAFQLYSKAIQ.... Result: 1 (interaction). (2) The miRNA is hsa-miR-532-3p with sequence CCUCCCACACCCAAGGCUUGCA. The protein sequence of the target gene is MASLSLAPVNIFKAGADEERAETARLTSFIGAIAIGDLVKSTLGPKGMDKILLSSGRDASLMVTNDGATILKNIGVDNPAAKVLVDMSRVQDDEVGDGTTSVTVLAAELLREAESLIAKKIHPQTIIAGWREATKAAREALLSSAVDHGSDEVKFRQDLMNIAGTTLSSKLLTHHKDHFTKLAVEAVLRLKGSGNLEAIHIIKKLGGSLADSYLDEGFLLDKKIGVNQPKRIENAKILIANTGMDTDKIKIFGSRVRVDSTAKVAEIEHAEKEKMKEKVERILKHGINCFINRQLIYNYP.... Result: 0 (no interaction). (3) The miRNA is hsa-miR-892c-5p with sequence UAUUCAGAAAGGUGCCAGUCA. The protein sequence of the target gene is MAENDVDNELLDYEDDEVETAAGADGTEAPAKKDVKGSYVSIHSSGFRDFLLKPELLRAIVDCGFEHPSEVQHECIPQAILGMDVLCQAKSGMGKTAVFVLATLQQLEPVTGQVSVLVMCHTRELAFQISKEYERFSKYMPNVKVAVFFGGLSIKKDEEVLKKNCPHIVVGTPGRILALARNKSLNLKHIKHFILDECDKMLEQLDMRRDVQEIFRMTPHEKQVMMFSATLSKEIRPVCRKFMQDPMEIFVDDETKLTLHGLQQYYVKLKDNEKNRKLFDLLDVLEFNQVVIFVKSVQRC.... Result: 0 (no interaction). (4) The miRNA is hsa-miR-1184 with sequence CCUGCAGCGACUUGAUGGCUUCC. The protein sequence of the target gene is MPWDARRPGGGADGGPEASGAARSRAQKQCRKSSFAFYQAVRDLLPVWLLEDMRASEAFHWDERGRAAAYSPSEALLYALVHDHQAYAHYLLATFPRRALAPPSAGFRCCAAPGPHVALAVRYNRVGILRRILRTLRDFPAEERARVLDRRGCSRVEGGGTSLHVACELARPECLFLLLGHGASPGLRDGGGLTPLELLLRQLGRDAGATPSAAGAPASAPGEPRQRRLLLLDLLALYTPVGAAGSARQELLGDRPRWQRLLGEDKFQWLAGLAPPSLFARAMQVLVTAISPGRFPEALD.... Result: 0 (no interaction). (5) The miRNA is hsa-miR-3675-3p with sequence CAUCUCUAAGGAACUCCCCCAA. The protein sequence of the target gene is MAKDAGLIEANGELKVFIDQNLSPGKGVVSLVAVHPSTVNPLGKQLLPKTFGQSNVNIAQQVVIGTPQRPAASNTLVVGSPHTPSTHFASQNQPSDSSPWSAGKRNRKGEKNGKGLRHFSMKVCEKVQRKGTTSYNEVADELVAEFSAADNHILPNESAYDQKNIRRRVYDALNVLMAMNIISKEKKEIKWIGLPTNSAQECQNLEVERQRRLERIKQKQSQLQELILQQIAFKNLVQRNRHAEQQASRPPPPNSVIHLPFIIVNTSKKTVIDCSISNDKFEYLFNFDNTFEIHDDIEVL.... Result: 0 (no interaction).